The task is: Predict the product of the given reaction.. This data is from Forward reaction prediction with 1.9M reactions from USPTO patents (1976-2016). (1) Given the reactants Cl.[NH2:2][C@H:3]1[CH2:8][CH2:7][C@H:6]([NH:9][C:10]([C:12]2[C:16]3[N:17]=[CH:18][N:19]=[C:20]([C:21]4[CH:26]=[C:25]([CH2:27][CH3:28])[CH:24]=[CH:23][C:22]=4[O:29][CH2:30][CH:31]4[CH2:33][CH2:32]4)[C:15]=3[NH:14][C:13]=2[CH3:34])=[O:11])[CH2:5][CH2:4]1.C([O:38][C@@H:39]([CH3:43])[C:40](Cl)=[O:41])(=O)C, predict the reaction product. The product is: [CH:31]1([CH2:30][O:29][C:22]2[CH:23]=[CH:24][C:25]([CH2:27][CH3:28])=[CH:26][C:21]=2[C:20]2[C:15]3[NH:14][C:13]([CH3:34])=[C:12]([C:10]([NH:9][C@H:6]4[CH2:7][CH2:8][C@H:3]([NH:2][C:40](=[O:41])[C@@H:39]([OH:38])[CH3:43])[CH2:4][CH2:5]4)=[O:11])[C:16]=3[N:17]=[CH:18][N:19]=2)[CH2:32][CH2:33]1. (2) Given the reactants [NH:1]1[C:5]2[CH:6]=[CH:7][CH:8]=[CH:9][C:4]=2[N:3]=[C:2]1[CH2:10][N:11]([CH3:22])[CH:12]1[C:21]2[N:20]=[CH:19][CH:18]=[CH:17][C:16]=2[CH2:15][CH2:14][CH2:13]1.Br[CH2:24][CH2:25][CH2:26][CH2:27][CH2:28][C:29]#[N:30].CN(CC1N(CC2C=NC=CC=2)C2C=CC=CC=2N=1)C1C2N=CC=CC=2CCC1, predict the reaction product. The product is: [CH3:22][N:11]([CH2:10][C:2]1[N:3]([CH2:24][CH2:25][CH2:26][CH2:27][CH2:28][C:29]#[N:30])[C:4]2[CH:9]=[CH:8][CH:7]=[CH:6][C:5]=2[N:1]=1)[CH:12]1[C:21]2[N:20]=[CH:19][CH:18]=[CH:17][C:16]=2[CH2:15][CH2:14][CH2:13]1. (3) Given the reactants [CH2:1]([C:3]1[CH:8]=[C:7]([C:9]2[S:10][CH:11]=[C:12]([CH2:14][C:15]([O:17][CH3:18])=[O:16])[N:13]=2)[CH:6]=[CH:5][N:4]=1)[CH3:2].[F:19][C:20]1[CH:21]=[CH:22][C:23]([N+:28]([O-:30])=[O:29])=[C:24]([CH:27]=1)[CH2:25]Br.[NH4+].[Cl-], predict the reaction product. The product is: [CH2:1]([C:3]1[CH:8]=[C:7]([C:9]2[S:10][CH:11]=[C:12]([CH:14]([CH2:25][C:24]3[CH:27]=[C:20]([F:19])[CH:21]=[CH:22][C:23]=3[N+:28]([O-:30])=[O:29])[C:15]([O:17][CH3:18])=[O:16])[N:13]=2)[CH:6]=[CH:5][N:4]=1)[CH3:2]. (4) Given the reactants [C:1]([O-:4])(=[O:3])C.[O:5]=[C:6]1[C@@H:9]([NH3+:10])[CH2:8][NH:7]1.CCN(C(C)C)C(C)C.[CH2:20]([O:23][C:24]1[CH:29]=[CH:28][C:27]([C:30]2C=CN(C([O-])=O)C(=O)C=2C)=[CH:26][CH:25]=1)[CH2:21][CH3:22], predict the reaction product. The product is: [O:5]=[C:6]1[C@@H:9]([NH:10][C:1](=[O:3])[O:4][CH2:30][C:27]2[CH:28]=[CH:29][C:24]([O:23][CH2:20][CH2:21][CH3:22])=[CH:25][CH:26]=2)[CH2:8][NH:7]1. (5) Given the reactants Cl[C:2]1[NH:10][C:9]2[C:4](=[N:5][CH:6]=[CH:7][CH:8]=2)[C:3]=1[C:11]#[N:12].[C:13]([O:17][C:18](=[O:25])[NH:19][C@@H:20]1[CH2:24][CH2:23][NH:22][CH2:21]1)([CH3:16])([CH3:15])[CH3:14], predict the reaction product. The product is: [C:13]([O:17][C:18](=[O:25])[NH:19][C@@H:20]1[CH2:24][CH2:23][N:22]([C:2]2[NH:10][C:9]3[C:4](=[N:5][CH:6]=[CH:7][CH:8]=3)[C:3]=2[C:11]#[N:12])[CH2:21]1)([CH3:16])([CH3:14])[CH3:15]. (6) Given the reactants C(OC(=O)[NH:7][C@@H:8]([CH:33]1[CH2:38][CH2:37][CH2:36][CH2:35][CH2:34]1)[C:9]([N:11]1[C@H:16]([C:17](=[O:29])[NH:18][C@H:19]2[C:28]3[C:23](=[CH:24][CH:25]=[CH:26][CH:27]=3)[O:22][CH2:21][CH2:20]2)[CH2:15][N:14]2[CH2:30][CH2:31][CH2:32][C@H:13]2[CH2:12]1)=[O:10])(C)(C)C.C(OCC)(=O)C.[ClH:46], predict the reaction product. The product is: [ClH:46].[ClH:46].[NH2:7][C@@H:8]([CH:33]1[CH2:38][CH2:37][CH2:36][CH2:35][CH2:34]1)[C:9]([N:11]1[C@H:16]([C:17]([NH:18][C@H:19]2[C:28]3[C:23](=[CH:24][CH:25]=[CH:26][CH:27]=3)[O:22][CH2:21][CH2:20]2)=[O:29])[CH2:15][N:14]2[CH2:30][CH2:31][CH2:32][C@H:13]2[CH2:12]1)=[O:10]. (7) Given the reactants [F:1][C:2]1[CH:35]=[CH:34][C:5]([C:6]([NH:8][C:9]2[C:10]([CH3:33])=[C:11]([C:15]3[C:27]4[C:26]5[C:21](=[CH:22][C:23]([CH:28]=O)=[CH:24][CH:25]=5)[NH:20][C:19]=4[C:18]([C:30]([NH2:32])=[O:31])=[CH:17][CH:16]=3)[CH:12]=[CH:13][CH:14]=2)=[O:7])=[CH:4][CH:3]=1.[NH:36]1[CH2:41][CH2:40][CH2:39][CH2:38][CH2:37]1.C(O[BH-](OC(=O)C)OC(=O)C)(=O)C.[Na+], predict the reaction product. The product is: [F:1][C:2]1[CH:3]=[CH:4][C:5]([C:6]([NH:8][C:9]2[C:10]([CH3:33])=[C:11]([C:15]3[C:27]4[C:26]5[C:21](=[CH:22][C:23]([CH2:28][N:36]6[CH2:41][CH2:40][CH2:39][CH2:38][CH2:37]6)=[CH:24][CH:25]=5)[NH:20][C:19]=4[C:18]([C:30]([NH2:32])=[O:31])=[CH:17][CH:16]=3)[CH:12]=[CH:13][CH:14]=2)=[O:7])=[CH:34][CH:35]=1. (8) Given the reactants [Cl:1][C:2]1[C:7]([C:8]2[CH:9]=[C:10]3[C:14](=[CH:15][CH:16]=2)[NH:13]N=C3)=[CH:6][CH:5]=[CH:4][N:3]=1.Br[C:18]1[CH:19]=[CH:20][C:21]2[N:25]=[CH:24][N:23](C)[C:22]=2[CH:27]=1.[Cl:28][C:29]1[C:34](B2OC(C)(C)C(C)(C)O2)=[CH:33][CH:32]=[CH:31][N:30]=1.C([O-])([O-])=O.[Na+].[Na+], predict the reaction product. The product is: [Cl:1][C:2]1[C:7]([C:8]2[CH:16]=[CH:15][C:14]3[N:13]=[CH:22][N:23]([CH3:24])[C:10]=3[CH:9]=2)=[CH:6][CH:5]=[CH:4][N:3]=1.[Cl:28][C:29]1[C:34]([C:18]2[CH:19]=[CH:20][C:21]3[N:25]=[CH:24][NH:23][C:22]=3[CH:27]=2)=[CH:33][CH:32]=[CH:31][N:30]=1.